This data is from Reaction yield outcomes from USPTO patents with 853,638 reactions. The task is: Predict the reaction yield, written as a fraction of the theoretical maximum amount of product (1.0 means a 100% yield; for example, 0.34 means a 34% yield). (1) The reactants are [C:1]([CH:5]1[CH2:10][CH2:9][CH:8]([CH2:11][C:12]2[CH:13]=[C:14]3[C:19](=[CH:20][CH:21]=2)[CH:18]=[C:17]([C@:22]2([CH3:28])[CH2:26][O:25]C(=O)[NH:23]2)[CH:16]=[CH:15]3)[CH2:7][CH2:6]1)([CH3:4])([CH3:3])[CH3:2].[OH-].[Li+].C(O)C.O. No catalyst specified. The product is [NH2:23][C@@:22]([C:17]1[CH:16]=[CH:15][C:14]2[C:19](=[CH:20][CH:21]=[C:12]([CH2:11][CH:8]3[CH2:7][CH2:6][CH:5]([C:1]([CH3:4])([CH3:3])[CH3:2])[CH2:10][CH2:9]3)[CH:13]=2)[CH:18]=1)([CH3:28])[CH2:26][OH:25]. The yield is 0.260. (2) The product is [CH2:16]([O:23][N:24]1[C:30](=[O:31])[N:29]2[CH2:32][C@H:25]1[CH2:26][CH2:27][C@H:28]2[C:33]([NH:2][NH:1][C:3](=[O:15])[CH2:4][CH2:5][N:6]([CH3:14])[C:7](=[O:13])[O:8][C:9]([CH3:10])([CH3:11])[CH3:12])=[O:34])[C:17]1[CH:18]=[CH:19][CH:20]=[CH:21][CH:22]=1. The catalyst is CN(C=O)C. The reactants are [NH:1]([C:3](=[O:15])[CH2:4][CH2:5][N:6]([CH3:14])[C:7](=[O:13])[O:8][C:9]([CH3:12])([CH3:11])[CH3:10])[NH2:2].[CH2:16]([O:23][N:24]1[C:30](=[O:31])[N:29]2[CH2:32][C@H:25]1[CH2:26][CH2:27][C@H:28]2[C:33](O)=[O:34])[C:17]1[CH:22]=[CH:21][CH:20]=[CH:19][CH:18]=1.CN(C(ON1N=NC2C=CC=NC1=2)=[N+](C)C)C.F[P-](F)(F)(F)(F)F.CCN(C(C)C)C(C)C. The yield is 0.780. (3) The reactants are [N:1]([C@H:4]1[CH2:9][CH2:8][NH:7][CH2:6][C@H:5]1[OH:10])=[N+:2]=[N-:3].C(N(CC)C(C)C)(C)C.Br[CH2:21][CH2:22][OH:23].C(OC(N[C@@H]1CCN(CCO)C[C@@H]1C(OC)=O)=O)C1C=CC=CC=1. No catalyst specified. The product is [N:1]([C@H:4]1[CH2:9][CH2:8][N:7]([CH2:21][CH2:22][OH:23])[CH2:6][C@H:5]1[OH:10])=[N+:2]=[N-:3]. The yield is 0.930. (4) The reactants are CC1N=C(N2C(=O)N(CC3C=CC(C(F)(F)F)=CC=3)N=C2)SC=1C(O)=O.[F:27][C:28]1[CH:49]=[CH:48][C:31]([CH2:32][N:33]2[C:37](=[O:38])[N:36]([C:39]3[S:40][C:41]([C:45](O)=[O:46])=[C:42]([CH3:44])[N:43]=3)[CH:35]=[N:34]2)=[CH:30][CH:29]=1.Cl.[CH3:51][C:52]1[S:53][C:54]([CH2:57][NH2:58])=[CH:55][N:56]=1. No catalyst specified. The product is [F:27][C:28]1[CH:29]=[CH:30][C:31]([CH2:32][N:33]2[C:37](=[O:38])[N:36]([C:39]3[S:40][C:41]([C:45]([NH:58][CH2:57][C:54]4[S:53][C:52]([CH3:51])=[N:56][CH:55]=4)=[O:46])=[C:42]([CH3:44])[N:43]=3)[CH:35]=[N:34]2)=[CH:48][CH:49]=1. The yield is 0.680. (5) The reactants are [C:1]1([C:7]([C:9]2[CH:21]=[CH:20][C:12]([C:13]([O:15][C:16]([CH3:19])([CH3:18])[CH3:17])=[O:14])=[CH:11][CH:10]=2)=[CH2:8])[CH:6]=[CH:5][CH:4]=[CH:3][CH:2]=1. The catalyst is [Pd].CO. The product is [C:1]1([CH:7]([C:9]2[CH:10]=[CH:11][C:12]([C:13]([O:15][C:16]([CH3:18])([CH3:17])[CH3:19])=[O:14])=[CH:20][CH:21]=2)[CH3:8])[CH:2]=[CH:3][CH:4]=[CH:5][CH:6]=1. The yield is 0.840. (6) The reactants are O=[CH:2][CH2:3][CH2:4][CH2:5][CH2:6][C:7]([O:9][CH2:10][CH3:11])=[O:8].[C:12]1([NH:18]N)[CH:17]=[CH:16][CH:15]=[CH:14][CH:13]=1. The catalyst is C(O)C. The product is [NH:18]1[C:12]2[C:13](=[CH:14][CH:15]=[CH:16][CH:17]=2)[C:3]([CH2:4][CH2:5][CH2:6][C:7]([O:9][CH2:10][CH3:11])=[O:8])=[CH:2]1. The yield is 0.430. (7) The reactants are I[C:2]1[CH:3]=[CH:4][C:5]2[N:6]([CH:8]=[C:9]([NH:11][C:12]([CH:14]3[CH2:16][CH2:15]3)=[O:13])[N:10]=2)[N:7]=1.[Br:17][C:18]1[CH:19]=[C:20]([OH:24])[CH:21]=[N:22][CH:23]=1.C(=O)([O-])[O-].[K+].[K+]. The catalyst is CN(C)C=O.O. The product is [Br:17][C:18]1[CH:19]=[C:20]([O:24][C:2]2[CH:3]=[CH:4][C:5]3[N:6]([CH:8]=[C:9]([NH:11][C:12]([CH:14]4[CH2:16][CH2:15]4)=[O:13])[N:10]=3)[N:7]=2)[CH:21]=[N:22][CH:23]=1. The yield is 0.850. (8) The reactants are [CH3:1][O:2][C:3]1[CH:4]=[C:5]2[C:10](=[CH:11][C:12]=1[O:13][CH3:14])[N:9]=[CH:8][N:7]=[C:6]2[O:15][C:16]1[CH:17]=[C:18]([CH:20]=[CH:21][CH:22]=1)[NH2:19].[CH3:23][C:24]1[O:28][N:27]=[C:26]([NH:29][C:30](=O)[O:31]C2C=CC=CC=2)[CH:25]=1. No catalyst specified. The product is [CH3:1][O:2][C:3]1[CH:4]=[C:5]2[C:10](=[CH:11][C:12]=1[O:13][CH3:14])[N:9]=[CH:8][N:7]=[C:6]2[O:15][C:16]1[CH:17]=[C:18]([NH:19][C:30]([NH:29][C:26]2[CH:25]=[C:24]([CH3:23])[O:28][N:27]=2)=[O:31])[CH:20]=[CH:21][CH:22]=1. The yield is 0.250. (9) The reactants are C(NC(C)C)(C)C.CCCCCC.C([Li])CCC.[CH3:19][O:20][C:21]1[CH:22]=[C:23]([CH:36]=[CH:37][CH:38]=1)[CH2:24][O:25][CH2:26][C:27]([CH3:35])([CH3:34])[C:28](=[O:33])[C:29]([CH3:32])([CH3:31])[CH3:30].[Cl-].[Na+]. The catalyst is C1COCC1. The product is [C:29]([C:28]1([OH:33])[C:27]([CH3:35])([CH3:34])[CH2:26][O:25][CH:24]1[C:23]1[CH:36]=[CH:37][CH:38]=[C:21]([O:20][CH3:19])[CH:22]=1)([CH3:31])([CH3:32])[CH3:30]. The yield is 0.878. (10) The reactants are [F:1][C:2]([F:7])([F:6])[C:3]([OH:5])=[O:4].FC(F)(F)C(O)=O.[Cl:15][C:16]1[CH:17]=[N:18][C:19]2[NH:20][C:21]3[CH:22]=[CH:23][CH:24]=[C:25]([CH:46]=3)[CH2:26][CH2:27][C:28]3[CH:36]=[C:32]([NH:33][C:34]=1[N:35]=2)[CH:31]=[CH:30][C:29]=3[NH:37][C:38]([CH:40]1[CH2:45][CH2:44][NH:43][CH2:42][CH2:41]1)=[O:39].[N:47]([CH2:50][C:51]([O:53][CH2:54][CH3:55])=[O:52])=[C:48]=[O:49]. No catalyst specified. The product is [F:1][C:2]([F:7])([F:6])[C:3]([OH:5])=[O:4].[Cl:15][C:16]1[CH:17]=[N:18][C:19]2[NH:20][C:21]3[CH:22]=[CH:23][CH:24]=[C:25]([CH:46]=3)[CH2:26][CH2:27][C:28]3[CH:36]=[C:32]([NH:33][C:34]=1[N:35]=2)[CH:31]=[CH:30][C:29]=3[NH:37][C:38]([CH:40]1[CH2:45][CH2:44][N:43]([C:48]([NH:47][CH2:50][C:51]([O:53][CH2:54][CH3:55])=[O:52])=[O:49])[CH2:42][CH2:41]1)=[O:39]. The yield is 0.350.